This data is from Full USPTO retrosynthesis dataset with 1.9M reactions from patents (1976-2016). The task is: Predict the reactants needed to synthesize the given product. (1) The reactants are: [F:1][C:2]1[CH:3]=[C:4]([CH:13]([NH:17][C:18]([N:20]2[CH2:25][C:24](=[O:26])[NH:23][C:22]3[CH:27]=[CH:28][CH:29]=[N:30][C:21]2=3)=[O:19])[CH2:14][O:15][CH3:16])[CH:5]=[CH:6][C:7]=1[O:8][C:9]([F:12])([F:11])[F:10].C(=O)=O.CO. Given the product [F:1][C:2]1[CH:3]=[C:4]([C@@H:13]([NH:17][C:18]([N:20]2[CH2:25][C:24](=[O:26])[NH:23][C:22]3[CH:27]=[CH:28][CH:29]=[N:30][C:21]2=3)=[O:19])[CH2:14][O:15][CH3:16])[CH:5]=[CH:6][C:7]=1[O:8][C:9]([F:11])([F:12])[F:10], predict the reactants needed to synthesize it. (2) Given the product [CH2:27]([NH:34][CH2:2][CH2:3][CH2:4][CH2:5][CH2:6][CH2:7][O:8][CH2:9][CH2:10][CH2:11][CH2:12][C:13]1[CH:18]=[CH:17][CH:16]=[C:15]([S:19]([CH:22]2[CH2:26][CH2:25][CH2:24][CH2:23]2)(=[O:21])=[O:20])[CH:14]=1)[C:28]1[CH:33]=[CH:32][CH:31]=[CH:30][CH:29]=1, predict the reactants needed to synthesize it. The reactants are: Br[CH2:2][CH2:3][CH2:4][CH2:5][CH2:6][CH2:7][O:8][CH2:9][CH2:10][CH2:11][CH2:12][C:13]1[CH:18]=[CH:17][CH:16]=[C:15]([S:19]([CH:22]2[CH2:26][CH2:25][CH2:24][CH2:23]2)(=[O:21])=[O:20])[CH:14]=1.[CH2:27]([NH2:34])[C:28]1[CH:33]=[CH:32][CH:31]=[CH:30][CH:29]=1. (3) The reactants are: [CH3:1][CH:2]([CH3:35])[CH2:3][CH2:4][N:5]1[CH2:10][CH2:9][CH:8]([N:11]([CH2:25][C:26]2[CH:31]=[CH:30][C:29]([C:32](=[S:34])[NH2:33])=[CH:28][CH:27]=2)[C:12](=[O:24])[C:13]2[CH:18]=[CH:17][C:16]([CH2:19][CH2:20][CH2:21][CH2:22][CH3:23])=[CH:15][CH:14]=2)[CH2:7][CH2:6]1.C(=O)([O-])O.[K+].Br[CH2:42][C:43](=O)[C:44]([F:47])([F:46])[F:45].N1C(C)=CC=CC=1C.C(OC(C(F)(F)F)=O)(C(F)(F)F)=O.Cl. Given the product [CH3:35][CH:2]([CH3:1])[CH2:3][CH2:4][N:5]1[CH2:10][CH2:9][CH:8]([N:11]([CH2:25][C:26]2[CH:31]=[CH:30][C:29]([C:32]3[S:34][CH:42]=[C:43]([C:44]([F:47])([F:46])[F:45])[N:33]=3)=[CH:28][CH:27]=2)[C:12](=[O:24])[C:13]2[CH:18]=[CH:17][C:16]([CH2:19][CH2:20][CH2:21][CH2:22][CH3:23])=[CH:15][CH:14]=2)[CH2:7][CH2:6]1, predict the reactants needed to synthesize it.